From a dataset of Forward reaction prediction with 1.9M reactions from USPTO patents (1976-2016). Predict the product of the given reaction. Given the reactants C(OC([N:8]1[CH2:12][C@@H:11]([CH2:13][N:14]([CH:31]([CH3:33])[CH3:32])[C:15](=[O:30])[C:16]2[CH:21]=[CH:20][C:19]([O:22][CH3:23])=[C:18]([O:24][CH2:25][CH2:26][CH2:27][O:28][CH3:29])[CH:17]=2)[C@H:10]([NH2:34])[CH2:9]1)=O)(C)(C)C.Cl[C:36]([O:38][CH2:39][C:40]1[CH:45]=[CH:44][CH:43]=[CH:42][CH:41]=1)=[O:37].CC#N.O.CC#N, predict the reaction product. The product is: [CH2:39]([O:38][C:36](=[O:37])[NH:34][C@H:10]1[C@H:11]([CH2:13][N:14]([CH:31]([CH3:32])[CH3:33])[C:15](=[O:30])[C:16]2[CH:21]=[CH:20][C:19]([O:22][CH3:23])=[C:18]([O:24][CH2:25][CH2:26][CH2:27][O:28][CH3:29])[CH:17]=2)[CH2:12][NH:8][CH2:9]1)[C:40]1[CH:45]=[CH:44][CH:43]=[CH:42][CH:41]=1.